From a dataset of Full USPTO retrosynthesis dataset with 1.9M reactions from patents (1976-2016). Predict the reactants needed to synthesize the given product. (1) Given the product [F:83][C:80]1[CH:81]=[CH:82][C:77]([C:55]2[N:54]([CH2:53][CH2:52][CH:51]3[O:84][C:2]([CH3:3])([CH3:1])[O:85][CH:49]([CH2:48][C:47]([O:46][C:42]([CH3:44])([CH3:45])[CH3:43])=[O:86])[CH2:50]3)[C:58]([CH:59]([CH3:61])[CH3:60])=[C:57]([C:62](=[O:70])[NH:63][C:64]3[CH:65]=[CH:66][CH:67]=[CH:68][CH:69]=3)[C:56]=2[C:71]2[CH:76]=[CH:75][CH:74]=[CH:73][CH:72]=2)=[CH:78][CH:79]=1, predict the reactants needed to synthesize it. The reactants are: [CH3:1][CH:2](C1N(CC[C@@H](O)C[C@@H](O)CC(O)=O)C(C2C=CC(F)=CC=2)=C(C2C=CC=CC=2)C=1C(NC1C=CC=CC=1)=O)[CH3:3].[C:42]([O:46][C:47](=[O:86])[CH2:48][CH:49]([OH:85])[CH2:50][CH:51]([OH:84])[CH2:52][CH2:53][N:54]1[C:58]([CH:59]([CH3:61])[CH3:60])=[C:57]([C:62](=[O:70])[NH:63][C:64]2[CH:69]=[CH:68][CH:67]=[CH:66][CH:65]=2)[C:56]([C:71]2[CH:76]=[CH:75][CH:74]=[CH:73][CH:72]=2)=[C:55]1[C:77]1[CH:82]=[CH:81][C:80]([F:83])=[CH:79][CH:78]=1)([CH3:45])([CH3:44])[CH3:43].NCCC1OC(C2C=CC=CC=2)OC(CC(OC(C)(C)C)=O)C1.FC1C=CC(C(=O)C(C2C=CC=CC=2)C(C(=O)C(C)C)C(NC2C=CC=CC=2)=O)=CC=1.C(O)(=O)C(C)(C)C. (2) Given the product [N:1]1([CH2:8][CH2:9][N:10]2[CH2:15][CH2:14][CH:13]([NH:16][C:17]([C:19]3[NH:20][C:21]4[C:26]([CH:27]=3)=[C:25]([C:36]3[CH:35]=[CH:34][C:33]5[O:29][CH2:30][O:31][C:32]=5[CH:37]=3)[CH:24]=[CH:23][CH:22]=4)=[O:18])[CH2:12][CH2:11]2)[CH2:7][CH2:6][CH2:5][CH2:4][CH2:3][CH2:2]1, predict the reactants needed to synthesize it. The reactants are: [N:1]1([CH2:8][CH2:9][N:10]2[CH2:15][CH2:14][CH:13]([NH:16][C:17]([C:19]3[NH:20][C:21]4[C:26]([CH:27]=3)=[C:25](Br)[CH:24]=[CH:23][CH:22]=4)=[O:18])[CH2:12][CH2:11]2)[CH2:7][CH2:6][CH2:5][CH2:4][CH2:3][CH2:2]1.[O:29]1[C:33]2[CH:34]=[CH:35][C:36](B(O)O)=[CH:37][C:32]=2[O:31][CH2:30]1.